This data is from Full USPTO retrosynthesis dataset with 1.9M reactions from patents (1976-2016). The task is: Predict the reactants needed to synthesize the given product. The reactants are: I[C:2]1[CH2:6][O:5][C:4](=[O:7])[CH:3]=1.[C:8]([C:10]1([OH:23])[C:20]2([CH3:21])[CH:18]([CH2:19]2)[C:13]2([O:17][CH2:16][CH2:15][O:14]2)[CH:12]=[C:11]1[CH3:22])#[CH:9].C(NC(C)C)(C)C.[Cl-].[NH4+].OC1(C#CC2COC(=O)C=2)C(C)=CC(=O)C2C1(C)C2. Given the product [OH:23][C:10]1([C:8]#[C:9][C:2]2[CH2:6][O:5][C:4](=[O:7])[CH:3]=2)[C:20]2([CH3:21])[CH:18]([CH2:19]2)[C:13]2([O:14][CH2:15][CH2:16][O:17]2)[CH:12]=[C:11]1[CH3:22], predict the reactants needed to synthesize it.